From a dataset of Blood-brain barrier penetration binary classification data from Martins et al.. Regression/Classification. Given a drug SMILES string, predict its absorption, distribution, metabolism, or excretion properties. Task type varies by dataset: regression for continuous measurements (e.g., permeability, clearance, half-life) or binary classification for categorical outcomes (e.g., BBB penetration, CYP inhibition). Dataset: bbb_martins. (1) The compound is COc1ccc([C@H](O)CN2CCN(c3cccccc3=O)CC2)cc1OC. The result is 1 (penetrates BBB). (2) The drug is CN(C)[C@@H]1C(=O)/C(=C(/O)NCO)C(=O)[C@@]2(O)C(=O)C3=C(O)c4c(O)ccc(Cl)c4[C@@](C)(O)[C@H]3C[C@@H]12. The result is 0 (does not penetrate BBB). (3) The molecule is CC(C)(C(=O)O)c1ccc(C(=O)CCCN2CCC(OC(c3ccccc3)c3ccccc3)CC2)cc1. The result is 0 (does not penetrate BBB). (4) The result is 1 (penetrates BBB). The drug is CNC1(c2ccccc2Cl)CCCCC1=O. (5) The molecule is CCOC(=O)C(C)(C)Oc1ccc(Cl)cc1. The result is 0 (does not penetrate BBB). (6) The molecule is CN1CCC(OC2c3ccccc3CCc3ccccc32)CC1. The result is 1 (penetrates BBB). (7) The drug is CNCCC(Oc1cccc2ccccc12)c1cccs1. The result is 1 (penetrates BBB).